From a dataset of Full USPTO retrosynthesis dataset with 1.9M reactions from patents (1976-2016). Predict the reactants needed to synthesize the given product. (1) Given the product [CH3:1][C:2]1[N:3]=[C:4]([C:7]2([N:13]([C:17]3[CH:18]=[CH:19][CH:20]=[CH:21][CH:22]=3)[C:14](=[O:16])[CH3:15])[CH2:12][CH2:11][N:10]([CH2:23][C:24](=[O:25])[C:26]3[CH:31]=[CH:30][CH:29]=[CH:28][CH:27]=3)[CH2:9][CH2:8]2)[S:5][CH:6]=1, predict the reactants needed to synthesize it. The reactants are: [CH3:1][C:2]1[N:3]=[C:4]([C:7]2([N:13]([C:17]3[CH:22]=[CH:21][CH:20]=[CH:19][CH:18]=3)[C:14](=[O:16])[CH3:15])[CH2:12][CH2:11][NH:10][CH2:9][CH2:8]2)[S:5][CH:6]=1.[CH2:23](Br)[C:24]([C:26]1[CH:31]=[CH:30][CH:29]=[CH:28][CH:27]=1)=[O:25].C(=O)([O-])[O-].[K+].[K+].C(OCC)(=O)C. (2) Given the product [Cl:1][C:2]1[CH:3]=[C:4]2[C:8](=[CH:9][CH:10]=1)[C:7](=[O:11])[N:6]([CH2:12][CH:13]([C:18](=[O:19])[CH3:23])[C:14]([O:16][CH3:17])=[O:15])[C:5]2=[O:24], predict the reactants needed to synthesize it. The reactants are: [Cl:1][C:2]1[CH:3]=[C:4]2[C:8](=[CH:9][CH:10]=1)[C:7](=[O:11])[N:6]([CH2:12][CH:13]([C:18]1([CH3:23])OCC[O:19]1)[C:14]([O:16][CH3:17])=[O:15])[C:5]2=[O:24].C1(C)C=CC(S([O-])(=O)=O)=CC=1.[NH+]1C=CC=CC=1.